This data is from Forward reaction prediction with 1.9M reactions from USPTO patents (1976-2016). The task is: Predict the product of the given reaction. (1) The product is: [CH3:11][O:12][C:13]1[CH:14]=[C:15]2[CH2:24][CH:23]([CH2:25][CH:26]3[CH2:27][CH2:28][N:29]([CH2:32][C:33]4[CH:38]=[CH:37][CH:36]=[CH:35][CH:34]=4)[CH2:30][CH2:31]3)[C:21](=[O:22])[C:16]2=[CH:17][C:18]=1[O:19][CH3:20].[C:1]([O-:10])(=[O:9])[C:2]1[C:3](=[CH:5][CH:6]=[CH:7][CH:8]=1)[OH:4]. Given the reactants [C:1]([OH:10])(=[O:9])[C:2]1[C:3](=[CH:5][CH:6]=[CH:7][CH:8]=1)[OH:4].[CH3:11][O:12][C:13]1[CH:14]=[C:15]2[CH2:24][CH:23]([CH2:25][CH:26]3[CH2:31][CH2:30][N:29]([CH2:32][C:33]4[CH:34]=[CH:35][CH:36]=[CH:37][CH:38]=4)[CH2:28][CH2:27]3)[C:21](=[O:22])[C:16]2=[CH:17][C:18]=1[O:19][CH3:20], predict the reaction product. (2) Given the reactants CO[CH:3](OC)[CH:4]([CH3:13])[CH2:5][Si:6]([O:11][CH3:12])([O:9][CH3:10])[O:7][CH3:8].COC(OC)C(=C)C.CO[SiH](OC)OC.[CH2:31]([SH:34])[CH2:32][SH:33], predict the reaction product. The product is: [CH3:13][CH:4]([CH:3]1[S:34][CH2:31][CH2:32][S:33]1)[CH2:5][Si:6]([O:11][CH3:12])([O:9][CH3:10])[O:7][CH3:8]. (3) Given the reactants C([N:4]1[CH2:27][CH2:26][C:7]2[N:8]([CH2:16][C:17]([C:20]3[CH:25]=[CH:24][N:23]=[CH:22][N:21]=3)([OH:19])[CH3:18])[C:9]3[CH:10]=[CH:11][C:12]([Cl:15])=[CH:13][C:14]=3[C:6]=2[CH2:5]1)C=C.CN1C(=O)CC(=O)N(C)C1=O, predict the reaction product. The product is: [Cl:15][C:12]1[CH:11]=[CH:10][C:9]2[N:8]([CH2:16][C:17]([C:20]3[CH:25]=[CH:24][N:23]=[CH:22][N:21]=3)([OH:19])[CH3:18])[C:7]3[CH2:26][CH2:27][NH:4][CH2:5][C:6]=3[C:14]=2[CH:13]=1. (4) Given the reactants OP([O-])([O-])=O.[K+].[K+].[Cl-].[K+].[O-]S([O-])(=O)=O.[Mg+2].CC1(C)[S:21][C@@H:20]2[C@H:22]([NH:25][C:26]([C@H](N)C3C=CC=CC=3)=[O:27])[C:23](=O)[N:19]2[C@H]1C(O)=O.C1[C@H](N)[C@@H]([O:60][C@H:61]2[O:66][C@H:65]([CH2:67]N)[C@@H:64](O)[C@H:63](O)[C@H:62]2O)[C@H](O)[C@@H]([O:60][C@H:61]2[O:66][C@H:65]([CH2:67]O)[C@@H:64](O)[C@H:63](N)[C@H:62]2O)[C@@H]1N.CC1NC(=O)NC1CCCCCC(O)=O.CC(S[C@@H]1O[C@H](CO)[C@H](O)[C@H](O)[C@H]1O)C, predict the reaction product. The product is: [OH:66][C:61]([CH2:62][CH2:63][CH2:64][CH2:65][C@H:67]1[C@@H:23]2[C@@H:22]([NH:25][C:26]([NH:19]2)=[O:27])[CH2:20][S:21]1)=[O:60]. (5) Given the reactants [CH3:1][O:2][C:3](=[O:16])[CH2:4][C:5]1[CH:10]=[C:9]([O:11][CH2:12][CH2:13][CH3:14])[CH:8]=[C:7]([OH:15])[CH:6]=1.N1C=CC=CC=1.[F:23][C:24]([F:37])([F:36])[S:25](O[S:25]([C:24]([F:37])([F:36])[F:23])(=[O:27])=[O:26])(=[O:27])=[O:26].Cl, predict the reaction product. The product is: [CH3:1][O:2][C:3](=[O:16])[CH2:4][C:5]1[CH:6]=[C:7]([O:15][S:25]([C:24]([F:37])([F:36])[F:23])(=[O:27])=[O:26])[CH:8]=[C:9]([O:11][CH2:12][CH2:13][CH3:14])[CH:10]=1. (6) Given the reactants [Cl:1][C:2]1[CH:3]=[C:4]([CH:7]=[CH:8][C:9]=1F)[C:5]#[N:6].[CH3:11][NH2:12].O, predict the reaction product. The product is: [Cl:1][C:2]1[CH:3]=[C:4]([CH:7]=[CH:8][C:9]=1[NH:12][CH3:11])[C:5]#[N:6]. (7) Given the reactants [CH2:1]([C:3]1[N:7]([C:8]2[CH:13]=[CH:12][C:11]([CH2:14][CH2:15][NH:16][C:17]([NH:19][S:20]([C:23]3[CH:28]=[CH:27][C:26]([CH3:29])=[CH:25][CH:24]=3)(=[O:22])=[O:21])=[O:18])=[CH:10][CH:9]=2)[C:6]2[CH:30]=[CH:31][CH:32]=[CH:33][C:5]=2[N:4]=1)[CH3:2], predict the reaction product. The product is: [CH2:1]([C:3]1[N:7]([C:8]2[CH:9]=[CH:10][C:11]([CH2:14][CH2:15][NH:16][C:17]([NH:19][S:20]([C:23]3[CH:28]=[CH:27][C:26]([CH3:29])=[CH:25][CH:24]=3)(=[O:22])=[O:21])=[O:18])=[CH:12][CH:13]=2)[C:6]2[CH2:30][CH2:31][CH2:32][CH2:33][C:5]=2[N:4]=1)[CH3:2].